Dataset: Catalyst prediction with 721,799 reactions and 888 catalyst types from USPTO. Task: Predict which catalyst facilitates the given reaction. (1) Reactant: [C:1]([N:3]=[C:4]([NH:7][CH:8]([C:10]1[CH:15]=[CH:14][C:13]([Cl:16])=[CH:12][C:11]=1[Cl:17])[CH3:9])[CH2:5][CH3:6])#[N:2].[H-].[Na+].I[CH3:21]. Product: [C:1]([N:3]=[C:4]([N:7]([CH:8]([C:10]1[CH:15]=[CH:14][C:13]([Cl:16])=[CH:12][C:11]=1[Cl:17])[CH3:9])[CH3:21])[CH2:5][CH3:6])#[N:2]. The catalyst class is: 9. (2) Reactant: [CH:1]1([C:4]2[C:5]([C:15]([OH:17])=O)=[CH:6][CH:7]=[C:8]3[C:13]=2[N:12]=[C:11]([CH3:14])[CH:10]=[CH:9]3)[CH2:3][CH2:2]1.[CH3:18][C:19]([NH2:22])([CH3:21])[CH3:20].CN(C(ON1N=NC2C=CC=NC1=2)=[N+](C)C)C.F[P-](F)(F)(F)(F)F. Product: [C:19]([NH:22][C:15]([C:5]1[C:4]([CH:1]2[CH2:2][CH2:3]2)=[C:13]2[C:8]([CH:9]=[CH:10][C:11]([CH3:14])=[N:12]2)=[CH:7][CH:6]=1)=[O:17])([CH3:21])([CH3:20])[CH3:18]. The catalyst class is: 3. (3) Reactant: [OH:1][C:2]1[CH:11]=[CH:10][CH:9]=[C:8]2[C:3]=1[CH:4]=[CH:5][CH:6]=[N:7]2.[Br:12][CH2:13][CH2:14]Br.C(=O)([O-])[O-].[K+].[K+]. Product: [Br:12][CH2:13][CH2:14][O:1][C:2]1[CH:11]=[CH:10][CH:9]=[C:8]2[C:3]=1[CH:4]=[CH:5][CH:6]=[N:7]2. The catalyst class is: 311. (4) Reactant: [Br:1][C:2]1[CH:7]=[CH:6][C:5]([O:8][C:9]([F:12])([F:11])[F:10])=[C:4]([N+:13]([O-])=O)[CH:3]=1. Product: [Br:1][C:2]1[CH:7]=[CH:6][C:5]([O:8][C:9]([F:10])([F:11])[F:12])=[C:4]([CH:3]=1)[NH2:13]. The catalyst class is: 180.